From a dataset of Full USPTO retrosynthesis dataset with 1.9M reactions from patents (1976-2016). Predict the reactants needed to synthesize the given product. (1) Given the product [C:1]([O:5][C:6]([N:8]1[CH2:13][CH2:12][CH2:11][CH2:10][CH:9]1[C:14](=[O:16])[N:19]([O:20][CH3:21])[CH3:18])=[O:7])([CH3:2])([CH3:3])[CH3:4], predict the reactants needed to synthesize it. The reactants are: [C:1]([O:5][C:6]([N:8]1[CH2:13][CH2:12][CH2:11][CH2:10][CH:9]1[C:14]([OH:16])=O)=[O:7])([CH3:4])([CH3:3])[CH3:2].Cl.[CH3:18][NH:19][O:20][CH3:21].C(N(CC)CC)C.F[P-](F)(F)(F)(F)F.N1(O[P+](N(C)C)(N(C)C)N(C)C)C2C=CC=CC=2N=N1.Cl. (2) Given the product [CH2:19]([O:9][C:8]([C:5]1[CH:4]=[C:3]([CH2:2][O:1][Si:15]([C:12]([CH3:14])([CH3:13])[CH3:11])([CH3:17])[CH3:16])[O:7][N:6]=1)=[O:10])[CH3:20], predict the reactants needed to synthesize it. The reactants are: [OH:1][CH2:2][C:3]1[O:7][N:6]=[C:5]([C:8]([O-:10])=[O:9])[CH:4]=1.[CH3:11][C:12]([Si:15](Cl)([CH3:17])[CH3:16])([CH3:14])[CH3:13].[CH3:19][CH2:20]N(CC)CC. (3) Given the product [CH:1]([C:4]1[CH:18]=[C:17]([O:19][CH3:20])[C:16]([O:21][CH3:22])=[CH:15][C:5]=1[CH:6]=[O:27])([CH3:3])[CH3:2], predict the reactants needed to synthesize it. The reactants are: [CH:1]([C:4]1[CH:18]=[C:17]([O:19][CH3:20])[C:16]([O:21][CH3:22])=[CH:15][C:5]=1[CH:6]=NC(C(C)C)C(C)C)([CH3:3])[CH3:2].Cl.C1C[O:27]CC1.